From a dataset of Forward reaction prediction with 1.9M reactions from USPTO patents (1976-2016). Predict the product of the given reaction. (1) Given the reactants [CH3:1][O:2][C:3]1[CH:4]=[C:5]([S:11]([N:14]2[CH2:18][C@@H:17]([O:19][C:20]3[CH:25]=[CH:24][CH:23]=[CH:22][CH:21]=3)[CH2:16][C@H:15]2[C:26]([OH:28])=O)(=[O:13])=[O:12])[CH:6]=[CH:7][C:8]=1[O:9][CH3:10].[C:29]1([CH:35]([C:42]2[CH:47]=[CH:46][CH:45]=[CH:44][CH:43]=2)[N:36]2[CH2:41][CH2:40][NH:39][CH2:38][CH2:37]2)[CH:34]=[CH:33][CH:32]=[CH:31][CH:30]=1.C([N:51](CC)C(C)C)(C)C.C1CN([P+](ON2N=NC3C=CC=CC2=3)(N2CCCC2)N2CCCC2)CC1.F[P-](F)(F)(F)(F)F, predict the reaction product. The product is: [CH:35]([N:36]1[CH2:37][CH2:38][N:39]([NH:51][C:26]([C@@H:15]2[CH2:16][C@H:17]([O:19][C:20]3[CH:21]=[CH:22][CH:23]=[CH:24][CH:25]=3)[CH2:18][N:14]2[S:11]([C:5]2[CH:6]=[CH:7][C:8]([O:9][CH3:10])=[C:3]([O:2][CH3:1])[CH:4]=2)(=[O:13])=[O:12])=[O:28])[CH2:40][CH2:41]1)([C:29]1[CH:30]=[CH:31][CH:32]=[CH:33][CH:34]=1)[C:42]1[CH:47]=[CH:46][CH:45]=[CH:44][CH:43]=1. (2) Given the reactants [CH3:1][C:2]1[C:6]([C:7]2[CH:12]=[C:11]([NH2:13])[C:10]([NH2:14])=[C:9]([I:15])[CH:8]=2)=[C:5]([CH3:16])[O:4][N:3]=1.[CH3:17][N:18]1[CH:22]=[C:21]([C:23](Cl)=O)[CH:20]=[N:19]1, predict the reaction product. The product is: [I:15][C:9]1[C:10]2[N:14]=[C:23]([C:21]3[CH:20]=[N:19][N:18]([CH3:17])[CH:22]=3)[NH:13][C:11]=2[CH:12]=[C:7]([C:6]2[C:2]([CH3:1])=[N:3][O:4][C:5]=2[CH3:16])[CH:8]=1. (3) The product is: [CH2:2]([O:4][C:5](=[O:9])[CH2:6][CH2:7][NH:8][CH:10]1[CH2:13][CH2:12][CH2:11]1)[CH3:3]. Given the reactants Cl.[CH2:2]([O:4][C:5](=[O:9])[CH2:6][CH2:7][NH2:8])[CH3:3].[C:10]1(=O)[CH2:13][CH2:12][CH2:11]1.C([O-])(=O)C.[Na+].C(O[BH-](OC(=O)C)OC(=O)C)(=O)C.[Na+], predict the reaction product. (4) Given the reactants [F:1][C:2]1[CH:30]=[CH:29][CH:28]=[C:27]([F:31])[C:3]=1[CH2:4][O:5][C:6]1[C:7]2[N:8]([C:18]([C:22]([O:24]CC)=[O:23])=[C:19]([CH3:21])[N:20]=2)[CH:9]=[C:10]([N:12]2[CH2:17][CH2:16][O:15][CH2:14][CH2:13]2)[CH:11]=1.[OH-].[Li+].Cl, predict the reaction product. The product is: [F:1][C:2]1[CH:30]=[CH:29][CH:28]=[C:27]([F:31])[C:3]=1[CH2:4][O:5][C:6]1[C:7]2[N:8]([C:18]([C:22]([OH:24])=[O:23])=[C:19]([CH3:21])[N:20]=2)[CH:9]=[C:10]([N:12]2[CH2:17][CH2:16][O:15][CH2:14][CH2:13]2)[CH:11]=1. (5) Given the reactants [C:1]([N:8]1[CH:12]=CN=[CH:9]1)([N:3]1[CH:7]=[CH:6][N:5]=[CH:4]1)=[S:2].CNC, predict the reaction product. The product is: [CH3:9][N:8]([CH3:12])[C:1]([N:3]1[CH:7]=[CH:6][N:5]=[CH:4]1)=[S:2]. (6) Given the reactants [Cl:1][C:2]1[CH:7]=[C:6]2[NH:8][C:9](=[O:39])[C:10]3([CH:15]([C:16]4[CH:21]=[C:20]([Cl:22])[CH:19]=[CH:18][C:17]=4[O:23][C:24]([C:27]([OH:29])=O)([CH3:26])[CH3:25])[CH2:14][C:13](=[O:30])[NH:12][CH:11]3[C:31]3[CH:36]=[C:35]([F:37])[CH:34]=[CH:33][C:32]=3[CH3:38])[C:5]2=[CH:4][CH:3]=1.C1N=CN(C(N2C=NC=C2)=O)C=1.[CH:52]1([S:55]([NH2:58])(=[O:57])=[O:56])[CH2:54][CH2:53]1.[H-].[Na+].Cl, predict the reaction product. The product is: [Cl:1][C:2]1[CH:7]=[C:6]2[NH:8][C:9](=[O:39])[C:10]3([CH:15]([C:16]4[CH:21]=[C:20]([Cl:22])[CH:19]=[CH:18][C:17]=4[O:23][C:24]([CH3:26])([CH3:25])[C:27]([NH:58][S:55]([CH:52]4[CH2:54][CH2:53]4)(=[O:57])=[O:56])=[O:29])[CH2:14][C:13](=[O:30])[NH:12][CH:11]3[C:31]3[CH:36]=[C:35]([F:37])[CH:34]=[CH:33][C:32]=3[CH3:38])[C:5]2=[CH:4][CH:3]=1.